From a dataset of Retrosynthesis with 50K atom-mapped reactions and 10 reaction types from USPTO. Predict the reactants needed to synthesize the given product. (1) Given the product CCOC(=O)c1oc2cc(O)ccc2c1C(C)C, predict the reactants needed to synthesize it. The reactants are: CCOC(=O)c1oc2cc(OC)ccc2c1C(C)C. (2) Given the product CCOC(=O)c1cnn(-c2cccc(-c3ccccc3OCc3ccc(Br)cc3)n2)c1C(F)(F)C(F)(F)F, predict the reactants needed to synthesize it. The reactants are: BrCc1ccc(Br)cc1.CCOC(=O)c1cnn(-c2cccc(-c3ccccc3O)n2)c1C(F)(F)C(F)(F)F. (3) Given the product Cn1cc(NC(=O)c2ccccc2-c2ccc(C(F)(F)F)cc2)cc1C(=O)NCc1ccc(C2CCC3(CC2)OCCO3)cc1, predict the reactants needed to synthesize it. The reactants are: Cn1cc(NC(=O)c2ccccc2-c2ccc(C(F)(F)F)cc2)cc1C(=O)O.NCc1ccc(C2CCC3(CC2)OCCO3)cc1. (4) Given the product CCOC(=O)NN=Cc1c[nH]c(C)n1, predict the reactants needed to synthesize it. The reactants are: CCOC(=O)NN.Cc1nc(C=O)c[nH]1.